From a dataset of Forward reaction prediction with 1.9M reactions from USPTO patents (1976-2016). Predict the product of the given reaction. The product is: [CH3:27][N:2]([CH3:1])[CH2:3][CH2:4][CH2:5][C:6]1[CH:15]=[C:14]2[C:9]([CH:10]=[CH:11][N:12]([C:17]3[CH:18]=[C:19]([CH:23]=[CH:24][C:25]=3[CH3:26])[C:20]([NH:39][C:40]3[CH:44]=[CH:43][O:42][N:41]=3)=[O:22])[C:13]2=[O:16])=[CH:8][CH:7]=1. Given the reactants [CH3:1][N:2]([CH3:27])[CH2:3][CH2:4][CH2:5][C:6]1[CH:15]=[C:14]2[C:9]([CH:10]=[CH:11][N:12]([C:17]3[CH:18]=[C:19]([CH:23]=[CH:24][C:25]=3[CH3:26])[C:20]([OH:22])=O)[C:13]2=[O:16])=[CH:8][CH:7]=1.C(Cl)(=O)C(Cl)=O.CN(C=O)C.[NH2:39][C:40]1[CH:44]=[CH:43][O:42][N:41]=1, predict the reaction product.